From a dataset of Reaction yield outcomes from USPTO patents with 853,638 reactions. Predict the reaction yield, written as a fraction of the theoretical maximum amount of product (1.0 means a 100% yield; for example, 0.34 means a 34% yield). (1) The reactants are [Cl:1][C:2]1[C:27]([C:28]([F:31])([F:30])[F:29])=[CH:26][CH:25]=[CH:24][C:3]=1[CH2:4][N:5]([CH2:10][CH:11]([C:18]1[CH:23]=[CH:22][CH:21]=[CH:20][CH:19]=1)[C:12]1[CH:17]=[CH:16][CH:15]=[CH:14][CH:13]=1)[CH2:6][CH2:7][CH2:8][OH:9].[CH:45]1[CH:50]=[CH:49][C:48](P([C:45]2[CH:50]=[CH:49][CH:48]=[CH:47][CH:46]=2)[C:45]2[CH:50]=[CH:49][CH:48]=[CH:47][CH:46]=2)=[CH:47][CH:46]=1.[CH3:51]C(OC(/N=N/C(OC(C)C)=O)=O)C. The catalyst is C1(C)C=CC=CC=1. The product is [Cl:1][C:2]1[C:27]([C:28]([F:29])([F:30])[F:31])=[CH:26][CH:25]=[CH:24][C:3]=1[CH2:4][N:5]([CH2:10][CH:11]([C:12]1[CH:17]=[CH:16][CH:15]=[CH:14][CH:13]=1)[C:18]1[CH:19]=[CH:20][CH:21]=[CH:22][CH:23]=1)[CH2:6][CH2:7][CH2:8][O:9][C:50]1[CH:49]=[CH:48][CH:47]=[CH:46][C:45]=1[CH3:51]. The yield is 0.420. (2) The reactants are [S:1]1[CH:5]=[CH:4][C:3]([CH:6]=[O:7])=[CH:2]1.[CH2:8](O)[CH2:9][OH:10].O.C1(C)C=CC(S(O)(=O)=O)=CC=1. The catalyst is C1C=CC=CC=1. The product is [O:7]1[CH2:8][CH2:9][O:10][CH:6]1[C:3]1[CH:4]=[CH:5][S:1][CH:2]=1. The yield is 0.910. (3) The reactants are [Si:1]([O:8][CH2:9][C@H:10]1[C@H:18]2[N:13]([C:14]3[CH:22]=[CH:21][C:20]([NH:23][C:24](=[O:26])[CH3:25])=[CH:19][C:15]=3[O:16][CH2:17]2)[C:12](=[O:27])[O:11]1)([C:4]([CH3:7])([CH3:6])[CH3:5])([CH3:3])[CH3:2].[H-].[Na+].IC.[CH3:32]C(=O)OCC. The catalyst is C1COCC1. The product is [Si:1]([O:8][CH2:9][C@H:10]1[C@H:18]2[N:13]([C:14]3[CH:22]=[CH:21][C:20]([N:23]([CH3:32])[C:24](=[O:26])[CH3:25])=[CH:19][C:15]=3[O:16][CH2:17]2)[C:12](=[O:27])[O:11]1)([C:4]([CH3:7])([CH3:5])[CH3:6])([CH3:2])[CH3:3]. The yield is 0.871. (4) The reactants are [O:1]=[C:2]1[C:11]([C:12]([O:14]C)=[O:13])=[CH:10][C:9]2[C:4](=[CH:5][N:6]=[CH:7][CH:8]=2)[NH:3]1.[OH-].[Li+]. The catalyst is C1COCC1.O. The product is [O:1]=[C:2]1[C:11]([C:12]([OH:14])=[O:13])=[CH:10][C:9]2[C:4](=[CH:5][N:6]=[CH:7][CH:8]=2)[NH:3]1. The yield is 0.890. (5) The reactants are [CH2:1]([O:3][C:4]([C:6]1[C:15](=[O:16])[N:14]2[C:9]([C:10]([CH3:24])=[C:11]([N:18]3[CH2:22][CH2:21][C@H:20]([OH:23])[CH2:19]3)[C:12]([F:17])=[CH:13]2)=[C:8]([CH:25]2[CH2:27][CH2:26]2)[CH:7]=1)=[O:5])[CH3:2].[C:28]([N:35]1[CH:39]=[CH:38][N:37]=[CH:36]1)(N1C=CN=C1)=[O:29].[C:40]([O-])([O-])=O.[K+].[K+].N1CCNCC1. The catalyst is ClCCl.C1COCC1. The product is [CH2:1]([O:3][C:4]([C:6]1[C:15](=[O:16])[N:14]2[C:9]([C:10]([CH3:24])=[C:11]([N:18]3[CH2:22][CH2:21][CH:20]([O:23][C:28]([N:35]4[CH2:39][CH2:38][NH:37][CH2:36][CH2:40]4)=[O:29])[CH2:19]3)[C:12]([F:17])=[CH:13]2)=[C:8]([CH:25]2[CH2:26][CH2:27]2)[CH:7]=1)=[O:5])[CH3:2]. The yield is 0.500. (6) The reactants are [CH3:1][N:2]1[CH:6]=[C:5]([C:7]2[S:8][CH:9]=[C:10](/[CH:12]=[CH:13]/[C:14]([O:16]CC)=[O:15])[N:11]=2)[CH:4]=[N:3]1.[Li+].[OH-].O. The catalyst is CO. The product is [CH3:1][N:2]1[CH:6]=[C:5]([C:7]2[S:8][CH:9]=[C:10](/[CH:12]=[CH:13]/[C:14]([OH:16])=[O:15])[N:11]=2)[CH:4]=[N:3]1. The yield is 0.910.